Dataset: Peptide-MHC class I binding affinity with 185,985 pairs from IEDB/IMGT. Task: Regression. Given a peptide amino acid sequence and an MHC pseudo amino acid sequence, predict their binding affinity value. This is MHC class I binding data. The MHC is HLA-A01:01 with pseudo-sequence HLA-A01:01. The binding affinity (normalized) is 0.328. The peptide sequence is EYDFNKLLV.